From a dataset of Forward reaction prediction with 1.9M reactions from USPTO patents (1976-2016). Predict the product of the given reaction. (1) Given the reactants [OH:1][C:2]1[CH:3]=[C:4]([CH2:12][C:13]([OH:15])=[O:14])[CH:5]=[C:6]([C:8]([F:11])([F:10])[F:9])[CH:7]=1.Cl[C:17]1[CH:24]=[CH:23][C:22]([S:25]([C:28]2[CH:33]=[CH:32][CH:31]=[CH:30][CH:29]=2)(=[O:27])=[O:26])=[CH:21][C:18]=1[C:19]#[N:20], predict the reaction product. The product is: [C:19]([C:18]1[CH:21]=[C:22]([S:25]([C:28]2[CH:33]=[CH:32][CH:31]=[CH:30][CH:29]=2)(=[O:26])=[O:27])[CH:23]=[CH:24][C:17]=1[O:1][C:2]1[CH:3]=[C:4]([CH2:12][C:13]([OH:15])=[O:14])[CH:5]=[C:6]([C:8]([F:9])([F:10])[F:11])[CH:7]=1)#[N:20]. (2) Given the reactants [CH3:1][O:2][CH:3]([C:8]1[CH:16]=[CH:15][C:11]([N:12]([CH3:14])[CH3:13])=[CH:10][CH:9]=1)[C@H:4]([CH3:7])[C:5]#[CH:6].[Li]N1C(C)(C)CCC[C:19]1(C)C.CI, predict the reaction product. The product is: [CH3:1][O:2][CH:3]([C:8]1[CH:16]=[CH:15][C:11]([N:12]([CH3:14])[CH3:13])=[CH:10][CH:9]=1)[C@H:4]([CH3:7])[C:5]#[C:6][CH3:19]. (3) Given the reactants [H-].[Na+].[NH:3]1[CH:7]=[CH:6][N:5]=[CH:4]1.CS(O[CH2:13][C@@H:14]1[C@@H:23]([CH3:24])[C@H:22]([C:25]([C:27]2[CH:32]=[C:31]([O:33][CH3:34])[CH:30]=[C:29]([O:35][CH3:36])[CH:28]=2)=[O:26])[C@:21]2([CH3:37])[C@H:16]([C:17]([CH3:39])([CH3:38])[CH2:18][CH2:19][CH2:20]2)[CH2:15]1)(=O)=O.C([O-])(O)=O.[Na+], predict the reaction product. The product is: [CH3:36][O:35][C:29]1[CH:28]=[C:27]([C:25]([C@@H:22]2[C@:21]3([CH3:37])[C@H:16]([C:17]([CH3:39])([CH3:38])[CH2:18][CH2:19][CH2:20]3)[CH2:15][C@H:14]([CH2:13][N:3]3[CH:7]=[CH:6][N:5]=[CH:4]3)[C@H:23]2[CH3:24])=[O:26])[CH:32]=[C:31]([O:33][CH3:34])[CH:30]=1. (4) Given the reactants [Br:1][C:2]1[CH:3]=[C:4]([NH2:9])[C:5]([CH3:8])=[N:6][CH:7]=1.[C:10](OC(=O)C)(=[O:12])[CH3:11].C(N(CC)CC)C, predict the reaction product. The product is: [Br:1][C:2]1[CH:3]=[C:4]([NH:9][C:10](=[O:12])[CH3:11])[C:5]([CH3:8])=[N:6][CH:7]=1. (5) Given the reactants [CH3:1][O:2][C:3]1[CH:8]=[CH:7][C:6]([NH2:9])=[CH:5][CH:4]=1.Cl[S:11]([C:14]1[CH:19]=[CH:18][C:17]([CH2:20][C:21]([OH:23])=[O:22])=[CH:16][CH:15]=1)(=[O:13])=[O:12], predict the reaction product. The product is: [CH3:1][O:2][C:3]1[CH:8]=[CH:7][C:6]([NH:9][S:11]([C:14]2[CH:15]=[CH:16][C:17]([CH2:20][C:21]([OH:23])=[O:22])=[CH:18][CH:19]=2)(=[O:13])=[O:12])=[CH:5][CH:4]=1. (6) Given the reactants C1(C)C=CC(S(O)(=O)=O)=CC=1.[Na].O[N:14]1C(=O)[C:22]2[CH:25]=[CH:26][CH:27]=[C:20]3[C:21]=2[C:16](=[CH:17][CH:18]=[CH:19]3)[C:15]1=[O:28], predict the reaction product. The product is: [NH:14]1[C:22]2[C:21]3[C:20](=[CH:19][CH:18]=[CH:17][C:16]=3[C:15]1=[O:28])[CH:27]=[CH:26][CH:25]=2.